From a dataset of Experimentally validated miRNA-target interactions with 360,000+ pairs, plus equal number of negative samples. Binary Classification. Given a miRNA mature sequence and a target amino acid sequence, predict their likelihood of interaction. (1) The miRNA is hsa-miR-6879-5p with sequence CAGGGCAGGGAAGGUGGGAGAG. The protein sequence of the target gene is MLHLLALFLHCLPLASGDYDICKSWVTTDEGPTWEFYACQPKVMRLKDYVKVKVEPSGITCGDPPERFCSHENPYLCSNECDASNPDLAHPPRLMFDKEEEGLATYWQSITWSRYPSPLEANITLSWNKTVELTDDVVMTFEYGRPTVMVLEKSLDNGRTWQPYQFYAEDCMEAFGMSARRARDMSSSSAHRVLCTEEYSRWAGSKKEKHVRFEVRDRFAIFAGPDLRNMDNLYTRLESAKGLKEFFTLTDLRMRLLRPALGGTYVQRENLYKYFYAISNIEVIGRCKCNLHANLCSMRE.... Result: 0 (no interaction). (2) The protein sequence of the target gene is MDSQKLAGEDKDSEPAADGPAASEDPSATESDLPNPHVGEVSVLSSGSPRLQETPQDCSGGPVRRCALCNCGEPSLHGQRELRRFELPFDWPRCPVVSPGGSPGPNEAVLPSEDLSQIGFPEGLTPAHLGEPGGSCWAHHWCAAWSAGVWGQEGPELCGVDKAIFSGISQRCSHCTRLGASIPCRSPGCPRLYHFPCATASGSFLSMKTLQLLCPEHSEGAAYLEEARCAVCEGPGELCDLFFCTSCGHHYHGACLDTALTARKRAGWQCPECKVCQACRKPGNDSKMLVCETCDKGYHT.... Result: 1 (interaction). The miRNA is hsa-miR-615-3p with sequence UCCGAGCCUGGGUCUCCCUCUU. (3) The miRNA is hsa-miR-6826-3p with sequence CUCCCCUCUCUUUCCUGUUCAG. The protein sequence of the target gene is MDTPRVLLSAVFLISFLWDLPGFQQASISSSSSSAELGSTKGMRSRKEGKMQRAPRDSDAGREGQEPQPRPQDEPRAQQPRAQEPPGRGPRVVPHEYMLSIYRTYSIAEKLGINASFFQSSKSANTITSFVDRGLDDLSHTPLRRQKYLFDVSMLSDKEELVGAELRLFRQAPSAPWGPPAGPLHVQLFPCLSPLLLDARTLDPQGAPPAGWEVFDVWQGLRHQPWKQLCLELRAAWGELDAGEAEARARGPQQPPPPDLRSLGFGRRVRPPQERALLVVFTRSQRKNLFAEMREQLGSA.... Result: 1 (interaction). (4) The protein sequence of the target gene is MPKLQGFEFWSRTLRGARHVVAPMVDQSELAWRLLSRRHGAQLCYTPMLHAQVFVRDANYRKENLYCEVCPEDRPLIVQFCANDPEVFVQAALLAQDYCDAIDLNLGCPQMIAKRGHYGAFLQDEWDLLQRMILLAHEKLSVPVTCKIRVFPEIDKTVRYAQMLEKAGCQLLTVHGRTKEQKGPLSGAASWEHIKAVRKAVAIPVFANGNIQCLQDVERCLRDTGVQGVMSAEGNLHNPALFEGRSPAVWELAEEYLDIVREHPCPLSYVRAHLFKLWHHTLQVHQELREELAKVKTLEG.... Result: 0 (no interaction). The miRNA is rno-miR-664-3p with sequence UAUUCAUUUACUCCCCAGCCUA.